From a dataset of Reaction yield outcomes from USPTO patents with 853,638 reactions. Predict the reaction yield, written as a fraction of the theoretical maximum amount of product (1.0 means a 100% yield; for example, 0.34 means a 34% yield). (1) The reactants are CN(C)CCCN=C=NCC.[O:12]1[CH:16]=[CH:15][CH:14]=[C:13]1[C:17]([OH:19])=O.[NH2:20][C@@H:21]([CH2:43][CH:44]1[CH2:49][CH2:48][CH2:47][CH2:46][CH2:45]1)[C:22]([NH:24][C@H:25]1[CH2:31][CH2:30][C@@H:29]([CH3:32])[N:28]([S:33]([C:36]2[CH:41]=[CH:40][CH:39]=[CH:38][N:37]=2)(=[O:35])=[O:34])[CH2:27][C@@H:26]1[OH:42])=[O:23].C(N(C(C)C)CC)(C)C.OC1C2N=NNC=2C=CC=1. The catalyst is CN(C=O)C.CCOC(C)=O. The product is [CH:44]1([CH2:43][C@H:21]([NH:20][C:17]([C:13]2[O:12][CH:16]=[CH:15][CH:14]=2)=[O:19])[C:22](=[O:23])[NH:24][C@H:25]2[CH2:31][CH2:30][C@@H:29]([CH3:32])[N:28]([S:33]([C:36]3[CH:41]=[CH:40][CH:39]=[CH:38][N:37]=3)(=[O:35])=[O:34])[CH2:27][C:26]2=[O:42])[CH2:49][CH2:48][CH2:47][CH2:46][CH2:45]1. The yield is 0.950. (2) The reactants are F[C:2]1[CH:3]=[N:4][C:5]([C:8](=[O:10])[CH3:9])=[N:6][CH:7]=1.[F:11][C:12]1[CH:17]=[CH:16][C:15]([OH:18])=[CH:14][CH:13]=1.C(=O)([O-])[O-].[K+].[K+].O. The catalyst is CN(C=O)C. The product is [F:11][C:12]1[CH:17]=[CH:16][C:15]([O:18][C:2]2[CH:3]=[N:4][C:5]([C:8](=[O:10])[CH3:9])=[N:6][CH:7]=2)=[CH:14][CH:13]=1. The yield is 0.250. (3) The reactants are [CH2:1]([O:3][C:4]1[CH:13]=[CH:12][C:7]([C:8]([O:10][CH3:11])=[O:9])=[CH:6][C:5]=1[O:14][CH3:15])[CH3:2].C(OC(=O)C)(=O)C.[N+:23]([O-])([OH:25])=[O:24]. The catalyst is C(O)(=O)C. The product is [CH2:1]([O:3][C:4]1[C:5]([O:14][CH3:15])=[CH:6][C:7]([C:8]([O:10][CH3:11])=[O:9])=[C:12]([N+:23]([O-:25])=[O:24])[CH:13]=1)[CH3:2]. The yield is 0.970. (4) The reactants are [C:1]([NH2:10])(=[O:9])[C:2]1[C:3](=[CH:5][CH:6]=[CH:7][CH:8]=1)[NH2:4].N1C=CC=CC=1.[C:17](Cl)(=[O:19])[CH3:18]. The catalyst is C(Cl)(Cl)Cl. The product is [C:17]([NH:4][C:3]1[CH:5]=[CH:6][CH:7]=[CH:8][C:2]=1[C:1]([NH2:10])=[O:9])(=[O:19])[CH3:18]. The yield is 0.540. (5) The reactants are [F:1][C:2]1[CH:10]=[C:9]2[C:5]([C:6]([C:20]3[CH:21]=[N:22][NH:23][CH:24]=3)=[CH:7][N:8]2[S:11]([C:14]2[CH:19]=[CH:18][CH:17]=[CH:16][CH:15]=2)(=[O:13])=[O:12])=[CH:4][CH:3]=1.C([O-])([O-])=O.[Cs+].[Cs+].CS(O[CH2:36][CH:37]1[CH2:42][CH2:41][N:40]([C:43]([O:45][C:46]([CH3:49])([CH3:48])[CH3:47])=[O:44])[CH2:39][CH2:38]1)(=O)=O.O. The yield is 0.840. The product is [F:1][C:2]1[CH:10]=[C:9]2[C:5]([C:6]([C:20]3[CH:24]=[N:23][N:22]([CH2:36][CH:37]4[CH2:42][CH2:41][N:40]([C:43]([O:45][C:46]([CH3:47])([CH3:49])[CH3:48])=[O:44])[CH2:39][CH2:38]4)[CH:21]=3)=[CH:7][N:8]2[S:11]([C:14]2[CH:15]=[CH:16][CH:17]=[CH:18][CH:19]=2)(=[O:12])=[O:13])=[CH:4][CH:3]=1. The catalyst is CN(C=O)C. (6) The reactants are C([O:3][C:4](=O)[CH2:5][C:6]([C:15]1[CH:20]=[CH:19][C:18]([N+:21]([O-:23])=[O:22])=[CH:17][CH:16]=1)=[N:7][NH:8][C:9]1[N:14]=[CH:13][CH:12]=[CH:11][N:10]=1)C.C(OCC)(=O)C. The catalyst is C(O)(=O)C. The product is [N:10]1[CH:11]=[CH:12][CH:13]=[N:14][C:9]=1[N:8]1[C:4]([OH:3])=[CH:5][C:6]([C:15]2[CH:20]=[CH:19][C:18]([N+:21]([O-:23])=[O:22])=[CH:17][CH:16]=2)=[N:7]1. The yield is 0.720. (7) The reactants are [Cl:1][C:2]1[CH:18]=[CH:17][C:5]2[CH2:6][CH2:7][N:8]([C:11](=[O:16])[C:12]([F:15])([F:14])[F:13])[CH2:9][CH2:10][C:4]=2[C:3]=1OS(C(F)(F)F)(=O)=O.[CH2:27]([NH:32][C:33]([CH:35]1[CH2:39][CH2:38][CH2:37][CH2:36]1)=[O:34])[CH2:28][CH2:29][C:30]#[CH:31]. The catalyst is [I-].C([N+](CCCC)(CCCC)CCCC)CCC.[Cu](I)I.Cl[Pd](Cl)([P](C1C=CC=CC=1)(C1C=CC=CC=1)C1C=CC=CC=1)[P](C1C=CC=CC=1)(C1C=CC=CC=1)C1C=CC=CC=1.C(N(CC)CC)C. The product is [Cl:1][C:2]1[CH:18]=[CH:17][C:5]2[CH2:6][CH2:7][N:8]([C:11](=[O:16])[C:12]([F:15])([F:14])[F:13])[CH2:9][CH2:10][C:4]=2[C:3]=1[C:31]#[C:30][CH2:29][CH2:28][CH2:27][NH:32][C:33]([CH:35]1[CH2:39][CH2:38][CH2:37][CH2:36]1)=[O:34]. The yield is 0.680.